Dataset: Peptide-MHC class II binding affinity with 134,281 pairs from IEDB. Task: Regression. Given a peptide amino acid sequence and an MHC pseudo amino acid sequence, predict their binding affinity value. This is MHC class II binding data. (1) The peptide sequence is QWKTANEAVQDPKFW. The MHC is DRB1_0801 with pseudo-sequence DRB1_0801. The binding affinity (normalized) is 0.382. (2) The peptide sequence is GAMAKKGQEDKLRKA. The MHC is DRB1_1302 with pseudo-sequence DRB1_1302. The binding affinity (normalized) is 0.150. (3) The peptide sequence is AKIVTAETQNSSFII. The MHC is DRB1_0405 with pseudo-sequence DRB1_0405. The binding affinity (normalized) is 0.353. (4) The peptide sequence is YDKFLANISTVLTGK. The MHC is DRB1_0404 with pseudo-sequence DRB1_0404. The binding affinity (normalized) is 0.396. (5) The peptide sequence is VGGNLVIMNPTKAQDAG. The MHC is DRB1_0101 with pseudo-sequence DRB1_0101. The binding affinity (normalized) is 0.686. (6) The peptide sequence is WKPDTVYTSKLQFGA. The MHC is DRB1_1201 with pseudo-sequence DRB1_1201. The binding affinity (normalized) is 0.263. (7) The peptide sequence is YTKKEAFNVENGNAT. The MHC is HLA-DPA10201-DPB10101 with pseudo-sequence HLA-DPA10201-DPB10101. The binding affinity (normalized) is 0.167. (8) The peptide sequence is ERFAVNPGLLETSEGCR. The MHC is DRB1_0802 with pseudo-sequence DRB1_0802. The binding affinity (normalized) is 0.403.